This data is from NCI-60 drug combinations with 297,098 pairs across 59 cell lines. The task is: Regression. Given two drug SMILES strings and cell line genomic features, predict the synergy score measuring deviation from expected non-interaction effect. (1) Drug 1: CC1=C(C=C(C=C1)NC2=NC=CC(=N2)N(C)C3=CC4=NN(C(=C4C=C3)C)C)S(=O)(=O)N.Cl. Drug 2: CC1=CC2C(CCC3(C2CCC3(C(=O)C)OC(=O)C)C)C4(C1=CC(=O)CC4)C. Cell line: RXF 393. Synergy scores: CSS=12.0, Synergy_ZIP=4.38, Synergy_Bliss=15.5, Synergy_Loewe=10.6, Synergy_HSA=11.4. (2) Drug 1: CC12CCC3C(C1CCC2O)C(CC4=C3C=CC(=C4)O)CCCCCCCCCS(=O)CCCC(C(F)(F)F)(F)F. Drug 2: CCC1=C2CN3C(=CC4=C(C3=O)COC(=O)C4(CC)O)C2=NC5=C1C=C(C=C5)O. Cell line: SNB-19. Synergy scores: CSS=10.2, Synergy_ZIP=8.05, Synergy_Bliss=7.66, Synergy_Loewe=-43.7, Synergy_HSA=-8.01. (3) Cell line: EKVX. Drug 2: C1CC(=O)NC(=O)C1N2C(=O)C3=CC=CC=C3C2=O. Synergy scores: CSS=-1.40, Synergy_ZIP=1.14, Synergy_Bliss=-2.65, Synergy_Loewe=-7.67, Synergy_HSA=-6.14. Drug 1: C1=CC(=CC=C1CCC2=CNC3=C2C(=O)NC(=N3)N)C(=O)NC(CCC(=O)O)C(=O)O. (4) Drug 1: C1C(C(OC1N2C=C(C(=O)NC2=O)F)CO)O. Drug 2: C1=NNC2=C1C(=O)NC=N2. Cell line: DU-145. Synergy scores: CSS=9.69, Synergy_ZIP=-5.29, Synergy_Bliss=0.831, Synergy_Loewe=-6.69, Synergy_HSA=-0.753. (5) Drug 1: CC1C(C(CC(O1)OC2CC(CC3=C2C(=C4C(=C3O)C(=O)C5=C(C4=O)C(=CC=C5)OC)O)(C(=O)CO)O)N)O.Cl. Drug 2: CCCCC(=O)OCC(=O)C1(CC(C2=C(C1)C(=C3C(=C2O)C(=O)C4=C(C3=O)C=CC=C4OC)O)OC5CC(C(C(O5)C)O)NC(=O)C(F)(F)F)O. Cell line: RPMI-8226. Synergy scores: CSS=82.3, Synergy_ZIP=-2.26, Synergy_Bliss=-2.67, Synergy_Loewe=-5.70, Synergy_HSA=0.501. (6) Drug 2: CN(CCCl)CCCl.Cl. Cell line: M14. Drug 1: C1=NC2=C(N1)C(=S)N=CN2. Synergy scores: CSS=38.5, Synergy_ZIP=-7.91, Synergy_Bliss=-4.56, Synergy_Loewe=-17.8, Synergy_HSA=-2.48. (7) Drug 1: C1=CC(=CC=C1CCCC(=O)O)N(CCCl)CCCl. Drug 2: CCC1(CC2CC(C3=C(CCN(C2)C1)C4=CC=CC=C4N3)(C5=C(C=C6C(=C5)C78CCN9C7C(C=CC9)(C(C(C8N6C)(C(=O)OC)O)OC(=O)C)CC)OC)C(=O)OC)O.OS(=O)(=O)O. Cell line: SR. Synergy scores: CSS=80.4, Synergy_ZIP=-1.10, Synergy_Bliss=-3.67, Synergy_Loewe=-3.58, Synergy_HSA=-1.12.